From a dataset of Forward reaction prediction with 1.9M reactions from USPTO patents (1976-2016). Predict the product of the given reaction. (1) Given the reactants [CH3:1][C:2]1[CH:7]=[CH:6][C:5]([S:8]([O:11][CH2:12][CH:13]2[CH2:17][C:16]3[CH:18]=[CH:19][CH:20]=[C:21](Br)[C:15]=3[O:14]2)(=[O:10])=[O:9])=[CH:4][CH:3]=1.[F:23][C:24]([F:35])([F:34])[C:25]1[CH:30]=[CH:29][CH:28]=[CH:27][C:26]=1B(O)O.C(=O)([O-])[O-].[K+].[K+].CC1C=CC(S(OCC2CC3C(C4C=CC=CC=4)=CC=CC=3O2)(=O)=O)=CC=1, predict the reaction product. The product is: [CH3:1][C:2]1[CH:7]=[CH:6][C:5]([S:8]([O:11][CH2:12][CH:13]2[CH2:17][C:16]3[CH:18]=[CH:19][CH:20]=[C:21]([C:26]4[CH:27]=[CH:28][CH:29]=[CH:30][C:25]=4[C:24]([F:35])([F:34])[F:23])[C:15]=3[O:14]2)(=[O:10])=[O:9])=[CH:4][CH:3]=1. (2) Given the reactants [Cl:1][C:2]1[C:3]([CH3:28])=[C:4]([C:21]2[CH:22]=[N:23][CH:24]=[C:25]([F:27])[CH:26]=2)[C:5]([O:19][CH3:20])=[C:6]([CH:8]([NH:11]C(=O)OC(C)(C)C)[CH2:9][CH3:10])[CH:7]=1, predict the reaction product. The product is: [Cl:1][C:2]1[C:3]([CH3:28])=[C:4]([C:21]2[CH:22]=[N:23][CH:24]=[C:25]([F:27])[CH:26]=2)[C:5]([O:19][CH3:20])=[C:6]([CH:8]([NH2:11])[CH2:9][CH3:10])[CH:7]=1. (3) Given the reactants [Cl:1][C:2]1[CH:3]=[CH:4][C:5]([F:18])=[C:6]([C:8]2[N:9]=[C:10](O)[C:11]3[O:16][CH2:15][CH2:14][C:12]=3[N:13]=2)[CH:7]=1.C([O-])(O)=O.[Na+].O=P(Cl)(Cl)[Cl:26], predict the reaction product. The product is: [Cl:26][C:10]1[C:11]2[O:16][CH2:15][CH2:14][C:12]=2[N:13]=[C:8]([C:6]2[CH:7]=[C:2]([Cl:1])[CH:3]=[CH:4][C:5]=2[F:18])[N:9]=1. (4) Given the reactants [OH-].[Na+].S(O)(O)(=O)=O.[CH3:8][S:9][C:10](=[NH:12])[NH2:11].[NH2:13][C:14]1[C:15]([C:24](OC(C)=CC(=O)NC(C)(C)C)=[O:25])=[N:16][C:17]2[C:22]([N:23]=1)=[CH:21][CH:20]=[CH:19][CH:18]=2, predict the reaction product. The product is: [NH2:13][C:14]1[C:15]([C:24]([NH:12][C:10]([S:9][CH3:8])=[NH:11])=[O:25])=[N:16][C:17]2[C:22]([N:23]=1)=[CH:21][CH:20]=[CH:19][CH:18]=2. (5) Given the reactants [C:1]([N:4]1[C:13]2[C:8](=[CH:9][C:10]([C:14]3[N:15]=[N:16][N:17]([CH2:19][CH2:20][O:21][Si](C(C)(C)C)(C)C)[CH:18]=3)=[CH:11][CH:12]=2)[C@H:7]([NH2:29])[CH2:6][C@@H:5]1[CH3:30])(=[O:3])[CH3:2].Cl[C:32]1[C:37]([CH3:38])=[CH:36][CH:35]=[CH:34][N:33]=1.CC(C)([O-])C.[Na+].C1(P(C2CCCCC2)C2C=CC=CC=2C2C(N(C)C)=CC=CC=2)CCCCC1, predict the reaction product. The product is: [C:1]([N:4]1[C:13]2[C:8](=[CH:9][C:10]([C:14]3[N:15]=[N:16][N:17]([CH2:19][CH2:20][OH:21])[CH:18]=3)=[CH:11][CH:12]=2)[C@H:7]([NH:29][C:32]2[C:37]([CH3:38])=[CH:36][CH:35]=[CH:34][N:33]=2)[CH2:6][C@@H:5]1[CH3:30])(=[O:3])[CH3:2].